This data is from Reaction yield outcomes from USPTO patents with 853,638 reactions. The task is: Predict the reaction yield, written as a fraction of the theoretical maximum amount of product (1.0 means a 100% yield; for example, 0.34 means a 34% yield). (1) The reactants are [BH4-].[Na+].C[O:4][C:5](=O)[CH2:6][C:7]1[CH:12]=[CH:11][CH:10]=[C:9]([C:13]2[CH:21]=[CH:20][CH:19]=[C:18]3[C:14]=2[CH2:15][C:16](=[O:22])[NH:17]3)[CH:8]=1.[Cl-].[Cl-].[Ca+2]. The catalyst is O.CO.C1COCC1. The product is [OH:4][CH2:5][CH2:6][C:7]1[CH:8]=[C:9]([C:13]2[CH:21]=[CH:20][CH:19]=[C:18]3[C:14]=2[CH2:15][C:16](=[O:22])[NH:17]3)[CH:10]=[CH:11][CH:12]=1. The yield is 0.950. (2) The reactants are [CH2:1]([N:8]([CH2:12][C:13]1[C:18](Cl)=[N:17][C:16]([N:20]([CH3:24])[CH2:21][CH2:22][CH3:23])=[CH:15][N:14]=1)[CH2:9][CH2:10][OH:11])[C:2]1[CH:7]=[CH:6][CH:5]=[CH:4][CH:3]=1.CC(C)([O-])C.[K+].O. The catalyst is CN(C=O)C. The product is [CH2:1]([N:8]1[CH2:12][C:13]2[N:14]=[CH:15][C:16]([N:20]([CH3:24])[CH2:21][CH2:22][CH3:23])=[N:17][C:18]=2[O:11][CH2:10][CH2:9]1)[C:2]1[CH:7]=[CH:6][CH:5]=[CH:4][CH:3]=1. The yield is 0.0800. (3) The reactants are CON(C)[C:4](=[O:22])[C:5]1[CH:10]=[CH:9][C:8]([C:11]([F:14])([F:13])[F:12])=[N:7][C:6]=1[NH:15][C:16]1[CH:21]=[CH:20][CH:19]=[CH:18][CH:17]=1.[CH3:24][Mg]Cl. The catalyst is O1CCCC1. The product is [C:16]1([NH:15][C:6]2[C:5]([C:4](=[O:22])[CH3:24])=[CH:10][CH:9]=[C:8]([C:11]([F:12])([F:13])[F:14])[N:7]=2)[CH:17]=[CH:18][CH:19]=[CH:20][CH:21]=1. The yield is 0.974.